Dataset: Reaction yield outcomes from USPTO patents with 853,638 reactions. Task: Predict the reaction yield, written as a fraction of the theoretical maximum amount of product (1.0 means a 100% yield; for example, 0.34 means a 34% yield). (1) The reactants are Cl[CH2:2][C:3](Cl)=[O:4].[N+:6]([C:9]1[CH:14]=[CH:13][C:12]([OH:15])=[C:11]([NH2:16])[CH:10]=1)([O-:8])=[O:7].C([O-])(O)=O.[Na+]. The catalyst is [Cl-].C([N+](C)(C)C)C1C=CC=CC=1.C(Cl)(Cl)Cl. The product is [N+:6]([C:9]1[CH:14]=[CH:13][C:12]2[O:15][CH2:2][C:3](=[O:4])[NH:16][C:11]=2[CH:10]=1)([O-:8])=[O:7]. The yield is 0.410. (2) The reactants are C([O:3][C:4]([C:6]1[O:7][C:8]2[CH:15]=[CH:14][C:13]([Cl:16])=[C:12]([O:17][CH3:18])[C:9]=2[C:10]=1[CH3:11])=[O:5])C.[Li+].[OH-]. The catalyst is C1COCC1. The product is [Cl:16][C:13]1[CH:14]=[CH:15][C:8]2[O:7][C:6]([C:4]([OH:5])=[O:3])=[C:10]([CH3:11])[C:9]=2[C:12]=1[O:17][CH3:18]. The yield is 0.870. (3) The reactants are Cl[C:2]1[N:7]=[CH:6][C:5]([C:8]2[N:12]([CH2:13][CH2:14][CH3:15])[C:11]3[CH:16]=[CH:17][CH:18]=[CH:19][C:10]=3[N:9]=2)=[CH:4][N:3]=1.[NH2:20][C:21]1[CH:22]=[N:23][C:24]([CH3:27])=[CH:25][CH:26]=1.C1C=CC(P(C2C(C3C(P(C4C=CC=CC=4)C4C=CC=CC=4)=CC=C4C=3C=CC=C4)=C3C(C=CC=C3)=CC=2)C2C=CC=CC=2)=CC=1.C([O-])([O-])=O.[K+].[K+]. The catalyst is C1(C)C=CC=CC=1.CC([O-])=O.CC([O-])=O.[Pd+2]. The product is [CH3:27][C:24]1[N:23]=[CH:22][C:21]([NH:20][C:2]2[N:7]=[CH:6][C:5]([C:8]3[N:12]([CH2:13][CH2:14][CH3:15])[C:11]4[CH:16]=[CH:17][CH:18]=[CH:19][C:10]=4[N:9]=3)=[CH:4][N:3]=2)=[CH:26][CH:25]=1. The yield is 0.180. (4) The reactants are [C:1]([C:5]1[CH:10]=[CH:9][C:8]([C:11](=[O:15])[CH2:12][CH2:13]Cl)=[CH:7][CH:6]=1)([CH3:4])([CH3:3])[CH3:2]. The catalyst is OS(O)(=O)=O. The product is [C:1]([C:5]1[CH:10]=[C:9]2[C:8](=[CH:7][CH:6]=1)[C:11](=[O:15])[CH2:12][CH2:13]2)([CH3:4])([CH3:3])[CH3:2]. The yield is 0.680. (5) The reactants are I[C:2]1[C:7]([O:8][C:9]2[C:18]3[C:13](=[CH:14][C:15]([O:21][CH3:22])=[C:16]([O:19][CH3:20])[CH:17]=3)[N:12]=[CH:11][CH:10]=2)=[CH:6][CH:5]=[C:4]([CH3:23])[N:3]=1.[S:24]1[CH:28]=[CH:27][C:26](B(O)O)=[CH:25]1.C(=O)([O-])O.[Na+]. The catalyst is C1(C)C=CC=CC=1. The product is [CH3:20][O:19][C:16]1[CH:17]=[C:18]2[C:13](=[CH:14][C:15]=1[O:21][CH3:22])[N:12]=[CH:11][CH:10]=[C:9]2[O:8][C:7]1[C:2]([C:26]2[CH:27]=[CH:28][S:24][CH:25]=2)=[N:3][C:4]([CH3:23])=[CH:5][CH:6]=1. The yield is 0.770. (6) The reactants are [Cl:1][C:2]1[N:7]=[C:6](Cl)[C:5]([CH3:9])=[CH:4][N:3]=1.[NH:10]1[CH2:15][CH2:14][CH:13]([OH:16])[CH2:12][CH2:11]1.C([O-])([O-])=O.[Na+].[Na+]. The catalyst is CCO. The product is [Cl:1][C:2]1[N:7]=[C:6]([N:10]2[CH2:15][CH2:14][CH:13]([OH:16])[CH2:12][CH2:11]2)[C:5]([CH3:9])=[CH:4][N:3]=1. The yield is 0.900. (7) The product is [CH:8]([C:11]1[CH:12]=[C:13]([C:18]2([OH:24])[CH2:23][CH2:22][CH2:21][CH2:20][CH2:19]2)[CH:14]=[CH:15][CH:16]=1)([CH3:10])[CH3:9]. The catalyst is O1CCCC1. The reactants are [Mg].II.BrC(Br)C.[CH:8]([C:11]1[CH:12]=[C:13](Br)[CH:14]=[CH:15][CH:16]=1)([CH3:10])[CH3:9].[C:18]1(=[O:24])[CH2:23][CH2:22][CH2:21][CH2:20][CH2:19]1. The yield is 0.600.